From a dataset of Forward reaction prediction with 1.9M reactions from USPTO patents (1976-2016). Predict the product of the given reaction. (1) Given the reactants [CH3:1][C:2]1[CH:7]=[C:6]([N+:8]([O-:10])=[O:9])[CH:5]=[CH:4][C:3]=1[N:11]=[C:12]1[S:16][CH2:15][C:14]2([CH2:20][CH2:19][CH2:18][CH2:17]2)[NH:13]1.Br[CH2:22][CH:23]1[CH2:28][CH2:27][CH2:26][CH2:25][CH2:24]1.[OH-].[Na+], predict the reaction product. The product is: [CH:23]1([CH2:22][N:13]2[C:14]3([CH2:17][CH2:18][CH2:19][CH2:20]3)[CH2:15][S:16][C:12]2=[N:11][C:3]2[CH:4]=[CH:5][C:6]([N+:8]([O-:10])=[O:9])=[CH:7][C:2]=2[CH3:1])[CH2:28][CH2:27][CH2:26][CH2:25][CH2:24]1. (2) Given the reactants [C:1]([O:5][C:6]([N:8]1[CH2:12][C@@H:11]([CH2:13][OH:14])[C@H:10]([C:15]([CH3:23])([CH3:22])[O:16][SiH2:17][C:18]([CH3:21])([CH3:20])[CH3:19])[CH2:9]1)=[O:7])([CH3:4])([CH3:3])[CH3:2].CC(OI1(OC(C)=O)(OC(C)=O)OC(=O)C2C=CC=CC1=2)=O, predict the reaction product. The product is: [C:1]([O:5][C:6]([N:8]1[CH2:12][C@@H:11]([CH:13]=[O:14])[C@H:10]([C:15]([CH3:23])([CH3:22])[O:16][SiH2:17][C:18]([CH3:21])([CH3:20])[CH3:19])[CH2:9]1)=[O:7])([CH3:3])([CH3:4])[CH3:2].